This data is from Reaction yield outcomes from USPTO patents with 853,638 reactions. The task is: Predict the reaction yield, written as a fraction of the theoretical maximum amount of product (1.0 means a 100% yield; for example, 0.34 means a 34% yield). The reactants are [C:1]([O:5][C:6](=[O:21])[NH:7][CH2:8][CH2:9][C:10]#[C:11][C:12]1[CH:17]=[CH:16][C:15]([N+:18]([O-])=O)=[CH:14][CH:13]=1)([CH3:4])([CH3:3])[CH3:2]. The catalyst is C(O)C.[Pd]. The product is [C:1]([O:5][C:6](=[O:21])[NH:7][CH2:8][CH2:9][CH2:10][CH2:11][C:12]1[CH:13]=[CH:14][C:15]([NH2:18])=[CH:16][CH:17]=1)([CH3:4])([CH3:2])[CH3:3]. The yield is 0.960.